This data is from Peptide-MHC class I binding affinity with 185,985 pairs from IEDB/IMGT. The task is: Regression. Given a peptide amino acid sequence and an MHC pseudo amino acid sequence, predict their binding affinity value. This is MHC class I binding data. (1) The peptide sequence is FFTYLCGFIK. The MHC is HLA-A33:01 with pseudo-sequence HLA-A33:01. The binding affinity (normalized) is 0.345. (2) The peptide sequence is GLLCLTLFV. The MHC is HLA-A02:17 with pseudo-sequence HLA-A02:17. The binding affinity (normalized) is 0.803. (3) The peptide sequence is IFSRIGDPA. The MHC is Patr-A0101 with pseudo-sequence Patr-A0101. The binding affinity (normalized) is 0. (4) The peptide sequence is VQLDWQGDY. The MHC is HLA-B58:01 with pseudo-sequence HLA-B58:01. The binding affinity (normalized) is 0.0847.